From a dataset of Forward reaction prediction with 1.9M reactions from USPTO patents (1976-2016). Predict the product of the given reaction. (1) Given the reactants [Cl:1][C:2]1[CH:3]=[C:4]2[C:8](=[C:9]([C:11]([OH:13])=O)[CH:10]=1)[NH:7][CH:6]=[CH:5]2.[C:14]([C:18]1[CH:34]=[CH:33][C:21]([CH2:22][NH:23][CH2:24][CH2:25][CH:26]([C:28]2[O:29][CH:30]=[CH:31][CH:32]=2)[CH3:27])=[CH:20][CH:19]=1)([CH3:17])([CH3:16])[CH3:15].[CH3:35]CN=C=NCCCN(C)C.Cl, predict the reaction product. The product is: [C:14]([C:18]1[CH:34]=[CH:33][C:21]([CH2:22][N:23]([CH2:24][CH2:25][CH:26]([C:28]2[O:29][C:30]([CH3:35])=[CH:31][CH:32]=2)[CH3:27])[C:11]([C:9]2[CH:10]=[C:2]([Cl:1])[CH:3]=[C:4]3[C:8]=2[NH:7][CH:6]=[CH:5]3)=[O:13])=[CH:20][CH:19]=1)([CH3:15])([CH3:16])[CH3:17]. (2) Given the reactants [CH3:1][C:2]1[CH:6]=[C:5]([CH3:7])[N:4]([C:8](=[NH:20])[NH:9][S:10]([C:13]2[CH:18]=[CH:17][C:16]([CH3:19])=[CH:15][CH:14]=2)(=[O:12])=[O:11])N=1.CS(O)(=O)=O.[NH2:26]C1C=NC=CC=1, predict the reaction product. The product is: [NH2:20][C:8]([NH:4][C:5]1[CH:7]=[N:26][CH:1]=[CH:2][CH:6]=1)=[N:9][S:10]([C:13]1[CH:18]=[CH:17][C:16]([CH3:19])=[CH:15][CH:14]=1)(=[O:12])=[O:11]. (3) Given the reactants [CH2:1]([O:3][C:4](=[O:30])[CH2:5][C:6]1[N:7]([CH3:29])[C:8]2[C:13]([C:14]=1[S:15][C:16]([CH3:19])([CH3:18])[CH3:17])=[CH:12][C:11]([O:20][CH2:21][C:22]1[CH:27]=[CH:26][C:25]([CH3:28])=[CH:24][N:23]=1)=[CH:10][CH:9]=2)[CH3:2].Cl.Cl[CH2:33][C:34]1[CH:43]=[CH:42][C:41]2[C:36](=[CH:37][CH:38]=[CH:39][CH:40]=2)[N:35]=1, predict the reaction product. The product is: [CH2:1]([O:3][C:4](=[O:30])[CH:5]([C:6]1[N:7]([CH3:29])[C:8]2[C:13]([C:14]=1[S:15][C:16]([CH3:19])([CH3:18])[CH3:17])=[CH:12][C:11]([O:20][CH2:21][C:22]1[CH:27]=[CH:26][C:25]([CH3:28])=[CH:24][N:23]=1)=[CH:10][CH:9]=2)[CH2:33][C:34]1[CH:43]=[CH:42][C:41]2[C:36](=[CH:37][CH:38]=[CH:39][CH:40]=2)[N:35]=1)[CH3:2]. (4) Given the reactants [Br:1][CH2:2][CH2:3][O:4][C:5]1[CH:10]=[CH:9][C:8]([C:11]([C:13]2[CH:18]=[CH:17][C:16]([OH:19])=[CH:15][CH:14]=2)=O)=[CH:7][C:6]=1[F:20].[C:21]([C:25]1[CH:30]=[CH:29][CH:28]=[CH:27][CH:26]=1)(=O)[CH2:22][CH3:23], predict the reaction product. The product is: [Br:1][CH2:2][CH2:3][O:4][C:5]1[CH:10]=[CH:9][C:8]([C:11]([C:13]2[CH:18]=[CH:17][C:16]([OH:19])=[CH:15][CH:14]=2)=[C:21]([C:25]2[CH:30]=[CH:29][CH:28]=[CH:27][CH:26]=2)[CH2:22][CH3:23])=[CH:7][C:6]=1[F:20]. (5) Given the reactants [CH3:1][N:2]1[C:6]([C:7]2[CH:8]=[C:9]3[C:14](=[CH:15][C:16]=2[C:17]([F:20])([F:19])[F:18])[NH:13][C:12](=[O:21])[N:11]([NH:22][S:23]([CH3:26])(=[O:25])=[O:24])[C:10]3=[O:27])=[CH:5][CH:4]=[N:3]1.[C:28](Cl)(=[O:32])[CH:29]([CH3:31])[CH3:30], predict the reaction product. The product is: [C:28]([N:22]([N:11]1[C:10](=[O:27])[C:9]2[C:14](=[CH:15][C:16]([C:17]([F:19])([F:20])[F:18])=[C:7]([C:6]3[N:2]([CH3:1])[N:3]=[CH:4][CH:5]=3)[CH:8]=2)[NH:13][C:12]1=[O:21])[S:23]([CH3:26])(=[O:25])=[O:24])(=[O:32])[CH:29]([CH3:31])[CH3:30]. (6) Given the reactants [F:1][C:2]1([F:43])[CH2:7][C@H:6]([O:8][C:9]2[CH:14]=[CH:13][C:12]([S:15]([N:18](CC3C=CC(OC)=CC=3OC)[C:19]3[CH:24]=[CH:23][N:22]=[CH:21][N:20]=3)(=[O:17])=[O:16])=[C:11]([F:36])[CH:10]=2)[C@@H:5]([C:37]2[N:41]([CH3:42])[N:40]=[CH:39][CH:38]=2)[CH2:4][CH2:3]1.C([SiH](CC)CC)C.FC(F)(F)C(O)=O, predict the reaction product. The product is: [F:43][C:2]1([F:1])[CH2:7][C@H:6]([O:8][C:9]2[CH:14]=[CH:13][C:12]([S:15]([NH:18][C:19]3[CH:24]=[CH:23][N:22]=[CH:21][N:20]=3)(=[O:16])=[O:17])=[C:11]([F:36])[CH:10]=2)[C@@H:5]([C:37]2[N:41]([CH3:42])[N:40]=[CH:39][CH:38]=2)[CH2:4][CH2:3]1.